The task is: Regression. Given two drug SMILES strings and cell line genomic features, predict the synergy score measuring deviation from expected non-interaction effect.. This data is from NCI-60 drug combinations with 297,098 pairs across 59 cell lines. (1) Drug 1: COCCOC1=C(C=C2C(=C1)C(=NC=N2)NC3=CC=CC(=C3)C#C)OCCOC. Drug 2: CN1C=C(C=N1)C2=C3N=C(C(=C(N3N=C2)N)Br)C4CCCNC4. Cell line: HCT116. Synergy scores: CSS=53.1, Synergy_ZIP=6.45, Synergy_Bliss=11.6, Synergy_Loewe=11.4, Synergy_HSA=13.8. (2) Drug 1: CC1OCC2C(O1)C(C(C(O2)OC3C4COC(=O)C4C(C5=CC6=C(C=C35)OCO6)C7=CC(=C(C(=C7)OC)O)OC)O)O. Drug 2: C1C(C(OC1N2C=NC3=C(N=C(N=C32)Cl)N)CO)O. Cell line: SN12C. Synergy scores: CSS=43.4, Synergy_ZIP=-11.8, Synergy_Bliss=-2.57, Synergy_Loewe=-0.977, Synergy_HSA=-0.569. (3) Drug 1: CC1=C(C(CCC1)(C)C)C=CC(=CC=CC(=CC(=O)O)C)C. Drug 2: CC1=C(C=C(C=C1)NC(=O)C2=CC=C(C=C2)CN3CCN(CC3)C)NC4=NC=CC(=N4)C5=CN=CC=C5. Cell line: MALME-3M. Synergy scores: CSS=16.2, Synergy_ZIP=-3.55, Synergy_Bliss=-3.17, Synergy_Loewe=-8.38, Synergy_HSA=-0.818.